This data is from Full USPTO retrosynthesis dataset with 1.9M reactions from patents (1976-2016). The task is: Predict the reactants needed to synthesize the given product. (1) Given the product [NH2:24][N:25]1[C:4](=[O:6])[C:3]2[C:2](=[CH:10][CH:9]=[CH:8][CH:7]=2)[N:1]=[C:17]1[CH:18]([CH3:20])[CH3:19], predict the reactants needed to synthesize it. The reactants are: [NH2:1][C:2]1[CH:10]=[CH:9][CH:8]=[CH:7][C:3]=1[C:4]([OH:6])=O.N1C=CC=CC=1.[C:17](Cl)(=O)[CH:18]([CH3:20])[CH3:19].O.[NH2:24][NH2:25]. (2) Given the product [Cl:1][CH2:2][CH2:3][CH2:4][O:5][C:6]1[CH:13]=[CH:12][C:9]([CH2:10][N:14]2[CH2:19][CH2:18][CH2:17][CH2:16][CH2:15]2)=[CH:8][CH:7]=1, predict the reactants needed to synthesize it. The reactants are: [Cl:1][CH2:2][CH2:3][CH2:4][O:5][C:6]1[CH:13]=[CH:12][C:9]([CH:10]=O)=[CH:8][CH:7]=1.[NH:14]1[CH2:19][CH2:18][CH2:17][CH2:16][CH2:15]1.C(O)(=O)C.C(O[BH-](OC(=O)C)OC(=O)C)(=O)C.[Na+]. (3) Given the product [Cl:1][C:2]1[C:7]([Cl:8])=[C:6]([C:9]([OH:18])([C:14]([F:15])([F:17])[F:16])[C:10]([F:12])([F:11])[F:13])[CH:5]=[CH:4][C:3]=1[C:19]1[S:23][C:22]([C:24]([N:26]2[CH2:27][CH2:28][S:29][CH2:30][CH2:31]2)=[O:25])=[N:21][C:20]=1[C:32]([N:53]([CH2:48][CH3:49])[CH2:52][CH3:51])=[O:34], predict the reactants needed to synthesize it. The reactants are: [Cl:1][C:2]1[C:7]([Cl:8])=[C:6]([C:9]([OH:18])([C:14]([F:17])([F:16])[F:15])[C:10]([F:13])([F:12])[F:11])[CH:5]=[CH:4][C:3]=1[C:19]1[S:23][C:22]([C:24]([N:26]2[CH2:31][CH2:30][S:29][CH2:28][CH2:27]2)=[O:25])=[N:21][C:20]=1[C:32]([O:34]C(C)(C)C)=O.CN(C(ON1N=N[C:49]2C=[CH:51][CH:52]=[N:53][C:48]1=2)=[N+](C)C)C.F[P-](F)(F)(F)(F)F.CCN(C(C)C)C(C)C.C(NCC)C.